Dataset: Full USPTO retrosynthesis dataset with 1.9M reactions from patents (1976-2016). Task: Predict the reactants needed to synthesize the given product. (1) Given the product [C:35]([N:32]1[CH2:31][CH2:30][CH:29]([CH2:28][NH:27][C:3]([CH:2]([OH:1])[CH2:6][CH2:7][NH:8][C:9]([CH:11]2[C:16]([CH3:18])([CH3:17])[CH2:15][O:14][C@@H:13]([C:19]3[CH:24]=[CH:23][C:22]([O:25][CH3:26])=[CH:21][CH:20]=3)[O:12]2)=[O:10])=[O:5])[CH2:34][CH2:33]1)(=[O:37])[CH3:36], predict the reactants needed to synthesize it. The reactants are: [OH:1][CH:2]([CH2:6][CH2:7][NH:8][C:9]([CH:11]1[C:16]([CH3:18])([CH3:17])[CH2:15][O:14][C@@H:13]([C:19]2[CH:24]=[CH:23][C:22]([O:25][CH3:26])=[CH:21][CH:20]=2)[O:12]1)=[O:10])[C:3]([OH:5])=O.[NH2:27][CH2:28][CH:29]1[CH2:34][CH2:33][N:32]([C:35](=[O:37])[CH3:36])[CH2:31][CH2:30]1. (2) Given the product [Cl:1][C:2]1[CH:3]=[CH:4][C:5]([C:28]([F:31])([F:29])[F:30])=[C:6]([CH:27]=1)[CH2:7][N:8]1[CH2:13][CH2:12][NH:11][C:10]2[N:14]=[CH:15][C:16]([C:18]3[CH:19]=[CH:20][C:21]([C:22]([NH:41][CH2:40][CH2:39][O:32][C:33]4[CH:38]=[CH:37][CH:36]=[CH:35][CH:34]=4)=[O:24])=[CH:25][CH:26]=3)=[CH:17][C:9]1=2, predict the reactants needed to synthesize it. The reactants are: [Cl:1][C:2]1[CH:3]=[CH:4][C:5]([C:28]([F:31])([F:30])[F:29])=[C:6]([CH:27]=1)[CH2:7][N:8]1[CH2:13][CH2:12][NH:11][C:10]2[N:14]=[CH:15][C:16]([C:18]3[CH:26]=[CH:25][C:21]([C:22]([OH:24])=O)=[CH:20][CH:19]=3)=[CH:17][C:9]1=2.[O:32]([CH2:39][CH2:40][NH2:41])[C:33]1[CH:38]=[CH:37][CH:36]=[CH:35][CH:34]=1. (3) Given the product [CH3:11][CH:12]1[CH2:26][CH2:25][O:24][C:23](=[O:27])[CH2:22][CH:21]=[CH:20][CH2:19][CH2:18][CH2:17][CH:16]=[CH:15][CH2:14][CH2:13]1, predict the reactants needed to synthesize it. The reactants are: N1C2C(=CC=CC=2)C=CC=1.[CH3:11][CH:12]1[CH2:26][CH2:25][O:24][C:23](=[O:27])[CH2:22][CH:21]=[CH:20][CH2:19][CH2:18][CH2:17][C:16]#[C:15][CH2:14][CH2:13]1. (4) Given the product [CH2:1]([S:3]([C:6]1[CH:7]=[CH:8][C:9]([O:10][C:11]2[CH:12]=[C:13]([N+:32]([O-:34])=[O:33])[C:14]([NH:21][C:22]([C:24]3[CH:29]=[CH:28][CH:27]=[CH:26][N:25]=3)=[O:23])=[C:15]([CH:20]=2)[C:16]([O:18][CH3:19])=[O:17])=[CH:30][CH:31]=1)(=[O:4])=[O:5])[CH3:2], predict the reactants needed to synthesize it. The reactants are: [CH2:1]([S:3]([C:6]1[CH:31]=[CH:30][C:9]([O:10][C:11]2[CH:12]=[CH:13][C:14]([NH:21][C:22]([C:24]3[CH:29]=[CH:28][CH:27]=[CH:26][N:25]=3)=[O:23])=[C:15]([CH:20]=2)[C:16]([O:18][CH3:19])=[O:17])=[CH:8][CH:7]=1)(=[O:5])=[O:4])[CH3:2].[N+:32]([O-])([O-:34])=[O:33].[K+].